From a dataset of Forward reaction prediction with 1.9M reactions from USPTO patents (1976-2016). Predict the product of the given reaction. (1) Given the reactants Cl[C:2]1[C:7]([Cl:8])=[CH:6][CH:5]=[CH:4][C:3]=1[S:9]([N:12]([CH3:14])[CH3:13])(=[O:11])=[O:10].[NH2:15][C:16]1[S:20][N:19]=[C:18]([CH3:21])[N:17]=1.Cl[C:23]1[C:32]2[C:27](=[CH:28][CH:29]=[C:30]([OH:33])[CH:31]=2)[N:26]=[CH:25][N:24]=1, predict the reaction product. The product is: [Cl:8][C:7]1[C:2]([O:33][C:30]2[CH:31]=[C:32]3[C:27](=[CH:28][CH:29]=2)[N:26]=[CH:25][N:24]=[C:23]3[NH:15][C:16]2[S:20][N:19]=[C:18]([CH3:21])[N:17]=2)=[C:3]([S:9]([N:12]([CH3:14])[CH3:13])(=[O:11])=[O:10])[CH:4]=[CH:5][CH:6]=1. (2) Given the reactants [N+:1]([C:4]1[C:5]([NH:10][CH2:11][C:12]([O:14][CH2:15][CH3:16])=[O:13])=[N:6][CH:7]=[CH:8][CH:9]=1)([O-])=O, predict the reaction product. The product is: [NH2:1][C:4]1[C:5]([NH:10][CH2:11][C:12]([O:14][CH2:15][CH3:16])=[O:13])=[N:6][CH:7]=[CH:8][CH:9]=1. (3) The product is: [F:13][C:4]1[C:3]([CH:2]=[O:15])=[CH:12][CH:11]=[CH:10][C:5]=1[C:6]([O:8][CH3:9])=[O:7]. Given the reactants Br[CH2:2][C:3]1[C:4]([F:13])=[C:5]([CH:10]=[CH:11][CH:12]=1)[C:6]([O:8][CH3:9])=[O:7].C(=O)(O)[O-:15].[Na+], predict the reaction product. (4) Given the reactants [F:1][C:2]([F:36])([F:35])[C:3]1[CH:4]=[C:5]([C:13]([CH3:34])([CH3:33])[C:14]([N:16]([C:18]2[CH:19]=[N:20][C:21](Cl)=[CH:22][C:23]=2[C:24]2[CH:29]=[CH:28][C:27]([F:30])=[CH:26][C:25]=2[CH3:31])[CH3:17])=[O:15])[CH:6]=[C:7]([C:9]([F:12])([F:11])[F:10])[CH:8]=1.Cl.[F:38][C:39]([F:47])([F:46])[CH:40]1[CH2:45][CH2:44][NH:43][CH2:42][CH2:41]1, predict the reaction product. The product is: [F:1][C:2]([F:36])([F:35])[C:3]1[CH:4]=[C:5]([C:13]([CH3:34])([CH3:33])[C:14]([N:16]([C:18]2[C:23]([C:24]3[CH:29]=[CH:28][C:27]([F:30])=[CH:26][C:25]=3[CH3:31])=[CH:22][C:21]([N:43]3[CH2:44][CH2:45][CH:40]([C:39]([F:47])([F:46])[F:38])[CH2:41][CH2:42]3)=[N:20][CH:19]=2)[CH3:17])=[O:15])[CH:6]=[C:7]([C:9]([F:12])([F:11])[F:10])[CH:8]=1. (5) Given the reactants [CH3:1][O:2][C:3]1[CH:8]=[CH:7][C:6]([C@H:9]([NH:11][C@H:12]2[C:21]3[N:20]=[CH:19][CH:18]=[CH:17][C:16]=3[CH2:15][CH2:14][C@H:13]2[CH2:22][CH2:23][CH2:24]O)[CH3:10])=[CH:5][CH:4]=1.C(N(CC)C(C)C)(C)C.CS(Cl)(=O)=O, predict the reaction product. The product is: [CH3:1][O:2][C:3]1[CH:4]=[CH:5][C:6]([C@H:9]([N:11]2[C@@H:12]3[C@@H:13]([CH2:14][CH2:15][C:16]4[C:21]3=[N:20][CH:19]=[CH:18][CH:17]=4)[CH2:22][CH2:23][CH2:24]2)[CH3:10])=[CH:7][CH:8]=1. (6) Given the reactants [CH3:1][C:2]1[C:11](=[O:12])[NH:10][C:9]2[N:8]=[C:7]([O:13][CH2:14][CH2:15][CH2:16][CH:17]=O)[CH:6]=[CH:5][C:4]=2[CH:3]=1.[Cl:19][C:20]1[C:25]([Cl:26])=[CH:24][CH:23]=[CH:22][C:21]=1[N:27]1[CH2:32][CH2:31][NH:30][CH2:29][CH2:28]1.[BH-](OC(C)=O)(OC(C)=O)OC(C)=O.[Na+], predict the reaction product. The product is: [Cl:19][C:20]1[C:25]([Cl:26])=[CH:24][CH:23]=[CH:22][C:21]=1[N:27]1[CH2:32][CH2:31][N:30]([CH2:17][CH2:16][CH2:15][CH2:14][O:13][C:7]2[N:8]=[C:9]3[C:4]([CH:3]=[C:2]([CH3:1])[C:11](=[O:12])[NH:10]3)=[CH:5][CH:6]=2)[CH2:29][CH2:28]1.